From a dataset of Full USPTO retrosynthesis dataset with 1.9M reactions from patents (1976-2016). Predict the reactants needed to synthesize the given product. (1) Given the product [O:1]1[CH2:5][CH2:4][C@@H:3]([O:6][S:13]([C:10]2[CH:11]=[CH:12][C:7]([CH3:17])=[CH:8][CH:9]=2)(=[O:15])=[O:14])[CH2:2]1, predict the reactants needed to synthesize it. The reactants are: [O:1]1[CH2:5][CH2:4][C@@H:3]([OH:6])[CH2:2]1.[C:7]1([CH3:17])[CH:12]=[CH:11][C:10]([S:13](Cl)(=[O:15])=[O:14])=[CH:9][CH:8]=1. (2) Given the product [F:17][C:18]1[CH:19]=[CH:20][C:21]([C:24]2[S:28][C:27]([CH3:29])=[N:26][C:25]=2[C:30]([N:7]2[CH:2]([CH3:1])[CH2:3][CH2:4][CH2:5][CH:6]2[CH2:8][NH:9][C:10](=[O:16])[O:11][C:12]([CH3:15])([CH3:14])[CH3:13])=[O:31])=[CH:22][CH:23]=1, predict the reactants needed to synthesize it. The reactants are: [CH3:1][CH:2]1[NH:7][CH:6]([CH2:8][NH:9][C:10](=[O:16])[O:11][C:12]([CH3:15])([CH3:14])[CH3:13])[CH2:5][CH2:4][CH2:3]1.[F:17][C:18]1[CH:23]=[CH:22][C:21]([C:24]2[S:28][C:27]([CH3:29])=[N:26][C:25]=2[C:30](O)=[O:31])=[CH:20][CH:19]=1.